From a dataset of NCI-60 drug combinations with 297,098 pairs across 59 cell lines. Regression. Given two drug SMILES strings and cell line genomic features, predict the synergy score measuring deviation from expected non-interaction effect. (1) Drug 1: CC1OCC2C(O1)C(C(C(O2)OC3C4COC(=O)C4C(C5=CC6=C(C=C35)OCO6)C7=CC(=C(C(=C7)OC)O)OC)O)O. Drug 2: CC12CCC3C(C1CCC2O)C(CC4=C3C=CC(=C4)O)CCCCCCCCCS(=O)CCCC(C(F)(F)F)(F)F. Cell line: MOLT-4. Synergy scores: CSS=70.7, Synergy_ZIP=2.33, Synergy_Bliss=2.62, Synergy_Loewe=-14.9, Synergy_HSA=2.10. (2) Drug 1: C1=NC2=C(N1)C(=S)N=CN2. Drug 2: C1=NC2=C(N=C(N=C2N1C3C(C(C(O3)CO)O)F)Cl)N. Cell line: NCI/ADR-RES. Synergy scores: CSS=17.8, Synergy_ZIP=0.148, Synergy_Bliss=2.91, Synergy_Loewe=-15.1, Synergy_HSA=2.19. (3) Drug 1: CS(=O)(=O)CCNCC1=CC=C(O1)C2=CC3=C(C=C2)N=CN=C3NC4=CC(=C(C=C4)OCC5=CC(=CC=C5)F)Cl. Drug 2: C1C(C(OC1N2C=NC(=NC2=O)N)CO)O. Cell line: HS 578T. Synergy scores: CSS=0.849, Synergy_ZIP=-0.388, Synergy_Bliss=1.67, Synergy_Loewe=-4.71, Synergy_HSA=-2.06. (4) Drug 1: CN1C(=O)N2C=NC(=C2N=N1)C(=O)N. Cell line: SK-MEL-5. Drug 2: CCC1(CC2CC(C3=C(CCN(C2)C1)C4=CC=CC=C4N3)(C5=C(C=C6C(=C5)C78CCN9C7C(C=CC9)(C(C(C8N6C)(C(=O)OC)O)OC(=O)C)CC)OC)C(=O)OC)O.OS(=O)(=O)O. Synergy scores: CSS=1.27, Synergy_ZIP=0.569, Synergy_Bliss=2.37, Synergy_Loewe=1.71, Synergy_HSA=0.469. (5) Drug 1: C1=CN(C=N1)CC(O)(P(=O)(O)O)P(=O)(O)O. Drug 2: CC1C(C(CC(O1)OC2CC(CC3=C2C(=C4C(=C3O)C(=O)C5=C(C4=O)C(=CC=C5)OC)O)(C(=O)CO)O)N)O.Cl. Cell line: SF-295. Synergy scores: CSS=29.8, Synergy_ZIP=-0.0279, Synergy_Bliss=3.57, Synergy_Loewe=-21.2, Synergy_HSA=3.25. (6) Drug 1: COC1=C2C(=CC3=C1OC=C3)C=CC(=O)O2. Drug 2: CC12CCC3C(C1CCC2OP(=O)(O)O)CCC4=C3C=CC(=C4)OC(=O)N(CCCl)CCCl.[Na+]. Cell line: SNB-75. Synergy scores: CSS=8.49, Synergy_ZIP=6.78, Synergy_Bliss=13.6, Synergy_Loewe=8.37, Synergy_HSA=8.96. (7) Drug 1: C1=CC(=C2C(=C1NCCNCCO)C(=O)C3=C(C=CC(=C3C2=O)O)O)NCCNCCO. Drug 2: C(CC(=O)O)C(=O)CN.Cl. Cell line: HL-60(TB). Synergy scores: CSS=28.6, Synergy_ZIP=2.81, Synergy_Bliss=-2.79, Synergy_Loewe=-38.0, Synergy_HSA=-2.43.